This data is from Full USPTO retrosynthesis dataset with 1.9M reactions from patents (1976-2016). The task is: Predict the reactants needed to synthesize the given product. (1) Given the product [C:30]([O:34][C:35]([C:37]1[C:60]([F:61])=[CH:59][C:40]([O:41][C@H:42]2[CH2:47][N:46]([C:48]([O:50][CH2:51][C:52]3[CH:57]=[CH:56][CH:55]=[CH:54][CH:53]=3)=[O:49])[C@H:45]([CH3:58])[CH2:44][CH2:43]2)=[C:39]([CH:7]2[CH2:2][CH2:1]2)[CH:38]=1)=[O:36])([CH3:33])([CH3:32])[CH3:31], predict the reactants needed to synthesize it. The reactants are: [CH2:1](N1CCC[C@@H](OC2C(Cl)=CC(C(OC(C)(C)C)=O)=C(F)C=2)C1)[C:2]1[CH:7]=CC=CC=1.[C:30]([O:34][C:35]([C:37]1[C:60]([F:61])=[CH:59][C:40]([O:41][C@H:42]2[CH2:47][N:46]([C:48]([O:50][CH2:51][C:52]3[CH:57]=[CH:56][CH:55]=[CH:54][CH:53]=3)=[O:49])[C@H:45]([CH3:58])[CH2:44][CH2:43]2)=[C:39](Cl)[CH:38]=1)=[O:36])([CH3:33])([CH3:32])[CH3:31]. (2) The reactants are: [CH3:1][NH:2][C:3]1[N:8]=[C:7]([N:9]2[CH2:14][CH2:13][N:12]([CH3:15])[CH2:11][CH2:10]2)[N:6]=[C:5]([NH:16][CH:17]2[CH2:22][CH2:21][CH:20]([C:23](O)=[O:24])[CH2:19][CH2:18]2)[N:4]=1.[Cl:26][C:27]1[CH:32]=[C:31]([Cl:33])[CH:30]=[CH:29][C:28]=1[CH2:34][NH2:35].CCN=C=NCCCN(C)C.Cl. Given the product [Cl:26][C:27]1[CH:32]=[C:31]([Cl:33])[CH:30]=[CH:29][C:28]=1[CH2:34][NH:35][C:23]([C@H:20]1[CH2:21][CH2:22][C@@H:17]([NH:16][C:5]2[N:4]=[C:3]([NH:2][CH3:1])[N:8]=[C:7]([N:9]3[CH2:14][CH2:13][N:12]([CH3:15])[CH2:11][CH2:10]3)[N:6]=2)[CH2:18][CH2:19]1)=[O:24], predict the reactants needed to synthesize it. (3) Given the product [NH:8]1[C:4]2=[N:5][CH:6]=[CH:7][C:2]([C:19]3[CH2:24][CH2:23][N:22]([C:25]([O:27][C:28]([CH3:31])([CH3:30])[CH3:29])=[O:26])[CH2:21][CH:20]=3)=[C:3]2[CH:10]=[CH:9]1, predict the reactants needed to synthesize it. The reactants are: Br[C:2]1[CH:7]=[CH:6][N:5]=[C:4]2[NH:8][CH:9]=[CH:10][C:3]=12.CC1(C)C(C)(C)OB([C:19]2[CH2:24][CH2:23][N:22]([C:25]([O:27][C:28]([CH3:31])([CH3:30])[CH3:29])=[O:26])[CH2:21][CH:20]=2)O1.P([O-])([O-])([O-])=O.[K+].[K+].[K+]. (4) Given the product [CH:5]([NH:8][CH:2]([SiH3:4])[NH:8][CH:5]([CH3:7])[CH3:6])([CH3:7])[CH3:6], predict the reactants needed to synthesize it. The reactants are: Cl[CH:2]([SiH3:4])Cl.[CH:5]([NH2:8])([CH3:7])[CH3:6]. (5) Given the product [C:18]1([CH:19]2[CH2:24][CH2:23][N:22]([C:25]([O:27][CH2:28][C:29]3[CH:30]=[CH:31][CH:32]=[CH:33][CH:34]=3)=[O:26])[CH2:21][CH2:20]2)[N:17]=[CH:16][N:12]2[C:11]=1[C:10]1[CH:9]=[CH:8][NH:7][C:15]=1[N:14]=[CH:13]2, predict the reactants needed to synthesize it. The reactants are: C[Si](C)(C)CCOC[N:7]1[C:15]2[N:14]=[CH:13][N:12]3[CH:16]=[N:17][C:18]([CH:19]4[CH2:24][CH2:23][N:22]([C:25]([O:27][CH2:28][C:29]5[CH:34]=[CH:33][CH:32]=[CH:31][CH:30]=5)=[O:26])[CH2:21][CH2:20]4)=[C:11]3[C:10]=2[CH:9]=[CH:8]1.C[Si](C)(C)CCOCN1C2N=CN3C=NC(C4CCCN(C(OCC5C=CC=CC=5)=O)C4)=C3C=2C=C1.